This data is from Experimentally validated miRNA-target interactions with 360,000+ pairs, plus equal number of negative samples. The task is: Binary Classification. Given a miRNA mature sequence and a target amino acid sequence, predict their likelihood of interaction. (1) The miRNA is hsa-miR-19b-3p with sequence UGUGCAAAUCCAUGCAAAACUGA. The protein sequence of the target gene is MEPPGRRECPFPSWRFPGLLLAAMVLLLYSFSDACEEPPTFEAMELIGKPKPYYEIGERVDYKCKKGYFYIPPLATHTICDRNHTWLPVSDDACYRETCPYIRDPLNGQAVPANGTYEFGYQMHFICNEGYYLIGEEILYCELKGSVAIWSGKPPICEKVLCTPPPKIKNGKHTFSEVEVFEYLDAVTYSCDPAPGPDPFSLIGESTIYCGDNSVWSRAAPECKVVKCRFPVVENGKQISGFGKKFYYKATVMFECDKGFYLDGSDTIVCDSNSTWDPPVPKCLKVLPPSSTKPPALSHS.... Result: 1 (interaction). (2) The miRNA is mmu-miR-136-5p with sequence ACUCCAUUUGUUUUGAUGAUGG. The protein sequence of the target gene is MKKHSARVAPLSACNSPVLTLTKVEGEERPREPPGPAEAQAPAGTEAGGRTSRHNWTCSQERLKKVFWGVAVVFCVCASWAGSTQLARLTFKTFDAPFTLTWFATNWNFLFFPLYYAGHVCKSTEKQSMKQRYRECCRFFGDNGLTLKVFFTKAAPFGVLWTLTNYLYLHAIKKINATDVSVLFCCNKSFVFLLSWIVLRDRFMGVRIVAAILAIAGIVMMTYADGFHSHSVIGIALVVGSASMSALYKVLFKLLLGSAKFGEAALFLSILGVFNILFITCIPVILYFTRVEYWNSFDDI.... Result: 1 (interaction). (3) The protein sequence of the target gene is MGLGPVFLLLAGIFPFAPPGAAAEPHSLRYNLTVLSWDGSVQSGFLTEVHLDGQPFLRCDRQKCRAKPQGQWAEDVLGNKTWDRETRDLTGNGKDLRMTLAHIKDQKEGLHSLQEIRVCEIHEDNSTRSSQHFYYDGELFLSQNLETKEWTMPQSSRAQTLAMNVRNFLKEDAMKTKTHYHAMHADCLQELRRYLKSGVVLRRTVPPMVNVTRSEASEGNITVTCRASGFYPWNITLSWRQDGVSLSHDTQQWGDVLPDGNGTYQTWVATRICQGEEQRFTCYMEHSGNHSTHPVPSGKV.... Result: 1 (interaction). The miRNA is hsa-miR-769-3p with sequence CUGGGAUCUCCGGGGUCUUGGUU. (4) The miRNA is hsa-miR-3659 with sequence UGAGUGUUGUCUACGAGGGCA. The protein sequence of the target gene is MAFVTRQFLRSMSSSSSASAAAKKILIKHVTVIGGGLMGAGIAQVAAATGHTVVLVDQTEDILAKSKKGIEESLKRMAKKKFTENPKAGDEFVEKTLSCLSTSTDAASVVHSTDLVVEAIVENLKLKNELFQRLDKFAAEHTIFASNTSSLQITNIANATTRQDRFAGLHFFNPVPMMKLVEVIKTPMTSQKTFESLVDFCKTLGKHPVSCKDTPGFIVNRLLVPYLIEAVRLHERGDASKEDIDTAMKLGAGYPMGPFELLDYVGLDTTKFILDGWHEMEPENPLFQPSPSMNNLVAQK.... Result: 0 (no interaction). (5) The miRNA is mmu-miR-320-5p with sequence GCCUUCUCUUCCCGGUUCUUCC. The protein sequence of the target gene is MECRDMELADDYQSPFDFDSGVNKNYLYLSPSGNTSPPGSPTQNVGLLKTEPVAEEGEDAVTMLSAPEALTEEEQEELRRELTKVEEEIQTLSQVLAAKEKHLAELKRKLGISSLQEFKQNIAKGWQDVTATNAYKKTSETLSQAGQKASAAFSSVGSVITKKLEDVKNSPTFKSFEEKVENLKSKVGGAKPAGGDFGEVLNSTANATSTMTTEPPPEQMTESP. Result: 0 (no interaction). (6) The miRNA is hsa-miR-4329 with sequence CCUGAGACCCUAGUUCCAC. The protein sequence of the target gene is MANTTGEPEEVSGALSPPSASAYVKLVLLGLIMCVSLAGNAILSLLVLKERALHKAPYYFLLDLCLADGIRSAVCFPFVLASVRHGSSWTFSALSCKIVAFMAVLFCFHAAFMLFCISVTRYMAIAHHRFYAKRMTLWTCAAVICMAWTLSVAMAFPPVFDVGTYKFIREEDQCIFEHRYFKANDTLGFMLMLAVLMAATHAVYGKLLLFEYRHRKMKPVQMVPAISQNWTFHGPGATGQAAANWIAGFGRGPMPPTLLGIRQNGHAASRRLLGMDEVKGEKQLGRMFYAITLLFLLLWS.... Result: 1 (interaction). (7) The miRNA is hsa-miR-548e-5p with sequence CAAAAGCAAUCGCGGUUUUUGC. The protein sequence of the target gene is MALQVELVPTGEIIRVVHPHRPCKLALGSDGVRVTMESALTARDRVGVQDFVLLENFTSEAAFIENLRRRFRENLIYTYIGPVLVSVNPYRDLQIYSRQHMERYRGVSFYEVPPHLFAVADTVYRALRTERRDQAVMISGESGAGKTEATKRLLQFYAETCPAPERGGAVRDRLLQSNPVLEAFGNAKTLRNDNSSRFGKYMDVQFDFKGAPVGGHILSYLLEKSRVVHQNHGERNFHIFYQLLEGGEEETLRRLGLERNPQSYLYLVKGQCAKVSSINDKSDWKVVRKALTVIDFTEDE.... Result: 1 (interaction). (8) The miRNA is mmu-miR-329-5p with sequence AGAGGUUUUCUGGGUCUCUGUU. The protein sequence of the target gene is MRPLLLLALLGWLLLAEAKGDAKPEDNLLVLTVATKETEGFRRFKRSAQFFNYKIQALGLGEDWNVEKGTSAGGGQKVRLLKKALEKHADKEDLVILFADSYDVLFASGPRELLKKFRQARSQVVFSAEELIYPDRRLETKYPVVSDGKRFLGSGGFIGYAPNLSKLVAEWEGQDSDSDQLFYTKIFLDPEKREQINITLDHRCRIFQNLDGALDEVVLKFEMGHVRARNLAYDTLPVLIHGNGPTKLQLNYLGNYIPRFWTFETGCTVCDEGLRSLKGIGDEALPTVLVGVFIEQPTPF.... Result: 0 (no interaction). (9) The miRNA is hsa-miR-3158-5p with sequence CCUGCAGAGAGGAAGCCCUUC. The protein sequence of the target gene is MTDLVAVWDVALSDGVHKIEFEHGTTSGKRVVYVDGKEEIRREWMFKLVGKETFFVGAAKTKATINIDAISGFAYEYTLEIDGKSLKKYMENRSKTTSTWVLRLDGEDLRVVLEKDTMDVWCNGQKMETAGEFVDDGTETHFSVGNHGCYIKAVSSGKRKEGIIHTLIVDNREIPELTQ. Result: 0 (no interaction).